This data is from Peptide-MHC class I binding affinity with 185,985 pairs from IEDB/IMGT. The task is: Regression. Given a peptide amino acid sequence and an MHC pseudo amino acid sequence, predict their binding affinity value. This is MHC class I binding data. (1) The peptide sequence is KVRDRNFQL. The MHC is HLA-A69:01 with pseudo-sequence HLA-A69:01. The binding affinity (normalized) is 0.0847. (2) The peptide sequence is KLYKMRIPR. The MHC is HLA-B18:01 with pseudo-sequence HLA-B18:01. The binding affinity (normalized) is 0.0847. (3) The binding affinity (normalized) is 0.633. The peptide sequence is MLTNAISSRV. The MHC is HLA-A02:02 with pseudo-sequence HLA-A02:02. (4) The peptide sequence is AEFKSRFFVW. The MHC is HLA-B44:03 with pseudo-sequence HLA-B44:03. The binding affinity (normalized) is 0.746. (5) The binding affinity (normalized) is 0.362. The MHC is HLA-B27:05 with pseudo-sequence HLA-B27:05. The peptide sequence is RILHNFAYSL. (6) The peptide sequence is KVFDKSLLY. The MHC is HLA-B58:01 with pseudo-sequence HLA-B58:01. The binding affinity (normalized) is 0.851. (7) The peptide sequence is YYTEQPIDL. The MHC is HLA-A26:01 with pseudo-sequence HLA-A26:01. The binding affinity (normalized) is 0. (8) The peptide sequence is KPFNNILDL. The binding affinity (normalized) is 0. The MHC is HLA-A30:02 with pseudo-sequence HLA-A30:02.